The task is: Predict the reaction yield, written as a fraction of the theoretical maximum amount of product (1.0 means a 100% yield; for example, 0.34 means a 34% yield).. This data is from Reaction yield outcomes from USPTO patents with 853,638 reactions. (1) The reactants are [C:1]([Br:4])(=[O:3])[CH3:2].[Br-].[OH:6][C:7]1[CH:12]=[CH:11][C:10]([C:13](=[O:40])[CH2:14][N+:15]23[CH2:22][CH2:21][CH:18]([CH2:19][CH2:20]2)[C@@H:17]([O:23][C:24](=[O:39])[C@@H:25]([C:33]2[CH:38]=[CH:37][CH:36]=[CH:35][CH:34]=2)[NH:26][C:27]2[CH:32]=[CH:31][CH:30]=[CH:29][CH:28]=2)[CH2:16]3)=[CH:9][CH:8]=1.C(Cl)Cl.CO.CC#N.O. The catalyst is C(Cl)Cl. The product is [Br-:4].[C:1]([O:6][C:7]1[CH:12]=[CH:11][C:10]([C:13](=[O:40])[CH2:14][N+:15]23[CH2:20][CH2:19][CH:18]([CH2:21][CH2:22]2)[C@@H:17]([O:23][C:24](=[O:39])[C@@H:25]([C:33]2[CH:34]=[CH:35][CH:36]=[CH:37][CH:38]=2)[NH:26][C:27]2[CH:28]=[CH:29][CH:30]=[CH:31][CH:32]=2)[CH2:16]3)=[CH:9][CH:8]=1)(=[O:3])[CH3:2]. The yield is 0.319. (2) The reactants are [I:1]I.[N+:3]([C:6]1[CH:12]=[CH:11][C:9]([NH2:10])=[CH:8][CH:7]=1)([O-:5])=[O:4]. The catalyst is C(O)C.S([O-])([O-])(=O)=O.[Ag+2]. The product is [I:1][C:11]1[CH:12]=[C:6]([N+:3]([O-:5])=[O:4])[CH:7]=[CH:8][C:9]=1[NH2:10]. The yield is 0.950.